This data is from CYP2C9 inhibition data for predicting drug metabolism from PubChem BioAssay. The task is: Regression/Classification. Given a drug SMILES string, predict its absorption, distribution, metabolism, or excretion properties. Task type varies by dataset: regression for continuous measurements (e.g., permeability, clearance, half-life) or binary classification for categorical outcomes (e.g., BBB penetration, CYP inhibition). Dataset: cyp2c9_veith. (1) The compound is CC1Cc2cc(/C(O)=C3/C(=O)C(=O)N(CCN4CCOCC4)C3c3cccc(Cl)c3)ccc2O1. The result is 0 (non-inhibitor). (2) The drug is COC(=O)C1(CC(C)C)C=C2C(=C(C(C)C)C(=O)C2C)CN1. The result is 1 (inhibitor). (3) The molecule is CCn1c2ccccc2c2cc(N=C3SC(CC(=O)Nc4ccccc4)C(=O)N3C)ccc21. The result is 1 (inhibitor). (4) The molecule is Cc1ccc2cc(C)c3nnc(SCC(=O)NCc4ccco4)n3c2c1. The result is 1 (inhibitor). (5) The compound is O=C(Nc1ccccc1)N1CC[C@@]2(CCCN(C(=O)c3ccco3)C2)C1. The result is 0 (non-inhibitor).